Dataset: TCR-epitope binding with 47,182 pairs between 192 epitopes and 23,139 TCRs. Task: Binary Classification. Given a T-cell receptor sequence (or CDR3 region) and an epitope sequence, predict whether binding occurs between them. (1) The epitope is KLSALGINAV. The TCR CDR3 sequence is CASSQEGQLNQPQHF. Result: 0 (the TCR does not bind to the epitope). (2) The epitope is CTELKLSDY. The TCR CDR3 sequence is CASSPWDRANTGELFF. Result: 0 (the TCR does not bind to the epitope). (3) The epitope is RPPIFIRRL. The TCR CDR3 sequence is CATSGPGLSTDTQYF. Result: 0 (the TCR does not bind to the epitope).